Dataset: Forward reaction prediction with 1.9M reactions from USPTO patents (1976-2016). Task: Predict the product of the given reaction. (1) Given the reactants [N+:1]([C:4]1[CH:9]=[CH:8][C:7](/[C:10](/[C:14]2[CH:19]=[CH:18][CH:17]=[CH:16][CH:15]=2)=[CH:11]\[CH2:12][OH:13])=[CH:6][CH:5]=1)([O-:3])=[O:2].CC(OI1(OC(C)=O)(OC(C)=O)OC(=O)C2C=CC=CC1=2)=O, predict the reaction product. The product is: [N+:1]([C:4]1[CH:5]=[CH:6][C:7](/[C:10](/[C:14]2[CH:15]=[CH:16][CH:17]=[CH:18][CH:19]=2)=[CH:11]\[CH:12]=[O:13])=[CH:8][CH:9]=1)([O-:3])=[O:2]. (2) Given the reactants C([O:3][C:4]([C:6]1[CH:11]=[CH:10][C:9]([CH2:12][CH2:13][C:14]2[N:19]=[CH:18][C:17]([N:20]3[CH2:25][CH2:24][N:23]([C:26]([O:28][C:29]([CH3:32])([CH3:31])[CH3:30])=[O:27])[CH2:22][CH2:21]3)=[CH:16][CH:15]=2)=[C:8]([F:33])[CH:7]=1)=O)C.O1CCCC1.[H-].C([Al+]CC(C)C)C(C)C.C(C(C(C([O-])=O)O)O)([O-])=O.[Na+].[K+], predict the reaction product. The product is: [F:33][C:8]1[CH:7]=[C:6]([CH2:4][OH:3])[CH:11]=[CH:10][C:9]=1[CH2:12][CH2:13][C:14]1[N:19]=[CH:18][C:17]([N:20]2[CH2:21][CH2:22][N:23]([C:26]([O:28][C:29]([CH3:32])([CH3:31])[CH3:30])=[O:27])[CH2:24][CH2:25]2)=[CH:16][CH:15]=1. (3) Given the reactants S(Cl)(Cl)=O.O1CCN(CC2C=CC(C(Cl)=O)=CC=2)CC1.[CH3:21][O:22][C:23]1[CH:24]=[C:25]2[C:30](=[CH:31][C:32]=1[O:33][CH3:34])[N:29]=[CH:28][CH:27]=[C:26]2[O:35][C:36]1[CH:42]=[CH:41][C:39]([NH2:40])=[CH:38][CH:37]=1.[O:43]1[CH2:48][CH2:47][N:46]([CH2:49][C:50]2[CH:55]=[CH:54][C:53]([C:56]([N:58]=[C:59]=[S:60])=[O:57])=[CH:52][CH:51]=2)[CH2:45][CH2:44]1, predict the reaction product. The product is: [CH3:21][O:22][C:23]1[CH:24]=[C:25]2[C:30](=[CH:31][C:32]=1[O:33][CH3:34])[N:29]=[CH:28][CH:27]=[C:26]2[O:35][C:36]1[CH:42]=[CH:41][C:39]([NH:40][C:59]([NH:58][C:56](=[O:57])[C:53]2[CH:52]=[CH:51][C:50]([CH2:49][N:46]3[CH2:45][CH2:44][O:43][CH2:48][CH2:47]3)=[CH:55][CH:54]=2)=[S:60])=[CH:38][CH:37]=1. (4) The product is: [C:22]([O:26][C:27]([N:29]1[CH2:47][CH2:46][N:32]2[C:33](=[O:45])[C:34]3[C:39]([C@@H:31]2[CH2:30]1)=[CH:38][C:37]([NH2:61])=[CH:36][C:35]=3[C:41]([F:44])([F:43])[F:42])=[O:28])([CH3:25])([CH3:24])[CH3:23]. Given the reactants C(P(C(C)(C)C)C1C=CC=CC=1C1C=CC=CC=1)(C)(C)C.[C:22]([O:26][C:27]([N:29]1[CH2:47][CH2:46][N:32]2[C:33](=[O:45])[C:34]3[C:39]([C@@H:31]2[CH2:30]1)=[CH:38][C:37](Br)=[CH:36][C:35]=3[C:41]([F:44])([F:43])[F:42])=[O:28])([CH3:25])([CH3:24])[CH3:23].C(=[NH:61])(C1C=CC=CC=1)C1C=CC=CC=1.CC(C)([O-])C.[Na+].C([O-])(=O)C.[Na+].Cl.NO, predict the reaction product. (5) Given the reactants [C:1]1([C:7]2[N:15]3[C:10]([CH:11]=[CH:12][CH:13]=[CH:14]3)=[CH:9][C:8]=2[CH2:16][NH2:17])[CH:6]=[CH:5][CH:4]=[CH:3][CH:2]=1.Br[C:19]1[N:27]=[CH:26][N:25]=[C:24]2[C:20]=1[NH:21][CH:22]=[N:23]2.CCN(C(C)C)C(C)C, predict the reaction product. The product is: [C:1]1([C:7]2[N:15]3[C:10]([CH:11]=[CH:12][CH:13]=[CH:14]3)=[CH:9][C:8]=2[CH2:16][NH:17][C:19]2[N:27]=[CH:26][N:25]=[C:24]3[C:20]=2[N:21]=[CH:22][NH:23]3)[CH:2]=[CH:3][CH:4]=[CH:5][CH:6]=1. (6) The product is: [Cl:29][C:19]1[C:20]2[C:26]([F:27])=[CH:25][CH:24]=[C:23]([F:28])[C:21]=2[S:22][C:18]=1[C:16]([N:15]([CH2:30][C:31]1[CH:32]=[C:33]([C:44]2[CH:49]=[CH:48][C:47]([C:50](=[O:55])[C:51]([F:53])([F:54])[F:52])=[CH:46][CH:45]=2)[CH:34]=[CH:35][C:36]=1[O:37][CH3:38])[CH:12]1[CH2:11][CH2:10][CH:9]([N:8]([CH3:42])[C:1](=[O:2])[O:3][C:4]([CH3:5])([CH3:6])[CH3:7])[CH2:14][CH2:13]1)=[O:17]. Given the reactants [C:1]([N:8]([CH3:42])[CH:9]1[CH2:14][CH2:13][CH:12]([N:15]([CH2:30][C:31]2[CH:32]=[C:33](B(O)O)[CH:34]=[CH:35][C:36]=2[O:37][CH3:38])[C:16]([C:18]2[S:22][C:21]3[C:23]([F:28])=[CH:24][CH:25]=[C:26]([F:27])[C:20]=3[C:19]=2[Cl:29])=[O:17])[CH2:11][CH2:10]1)([O:3][C:4]([CH3:7])([CH3:6])[CH3:5])=[O:2].Br[C:44]1[CH:49]=[CH:48][C:47]([C:50](=[O:55])[C:51]([F:54])([F:53])[F:52])=[CH:46][CH:45]=1, predict the reaction product.